From a dataset of CYP2D6 inhibition data for predicting drug metabolism from PubChem BioAssay. Regression/Classification. Given a drug SMILES string, predict its absorption, distribution, metabolism, or excretion properties. Task type varies by dataset: regression for continuous measurements (e.g., permeability, clearance, half-life) or binary classification for categorical outcomes (e.g., BBB penetration, CYP inhibition). Dataset: cyp2d6_veith. The result is 0 (non-inhibitor). The drug is CCOC(=O)N/N=C1/C[C@@H](O)[C@@H](O)[C@H]2[C@@H]1CC[C@@H]1C(=O)N(c3cccc(Oc4ccccc4)c3)C(=O)[C@H]12.